This data is from Full USPTO retrosynthesis dataset with 1.9M reactions from patents (1976-2016). The task is: Predict the reactants needed to synthesize the given product. (1) Given the product [Br:1][C:2]1[CH:7]=[C:6]([CH3:8])[CH:5]=[C:4]([O:9][CH3:10])[CH:3]=1, predict the reactants needed to synthesize it. The reactants are: [Br:1][C:2]1[CH:3]=[C:4]([OH:9])[CH:5]=[C:6]([CH3:8])[CH:7]=1.[C:10]([O-])([O-])=O.[K+].[K+].CI. (2) Given the product [NH:7]1[C:8]2[CH:9]=[CH:10][CH:2]=[C:3]([OH:11])[C:4]=2[CH:5]=[N:6]1, predict the reactants needed to synthesize it. The reactants are: Br[CH:2]1[CH2:10][CH2:9][C:8]2[NH:7][N:6]=[CH:5][C:4]=2[C:3]1=[O:11].C(=O)([O-])[O-].[Li+].[Li+].[Br-].[Li+]. (3) Given the product [Cl-:49].[Cl-:55].[C:3]12([C:13]3[CH:18]=[C:17]([C:19]45[CH2:20][CH:21]6[CH2:27][CH:25]([CH2:24][CH:23]([CH2:22]6)[CH2:28]4)[CH2:26]5)[C:16]([O:29][C:30]4[CH:31]=[CH:32][C:33]([C:36]([OH:38])=[O:37])=[CH:34][CH:35]=4)=[CH:15][C:14]=3[O:39][C:40]3[CH:45]=[CH:44][C:43]([C:46]([OH:48])=[O:47])=[CH:42][CH:41]=3)[CH2:12][CH:7]3[CH2:8][CH:9]([CH2:11][CH:5]([CH2:6]3)[CH2:4]1)[CH2:10]2, predict the reactants needed to synthesize it. The reactants are: [K].[K].[C:3]12([C:13]3[CH:18]=[C:17]([C:19]45[CH2:28][CH:23]6[CH2:24][CH:25]([CH2:27][CH:21]([CH2:22]6)[CH2:20]4)[CH2:26]5)[C:16]([O:29][C:30]4[CH:35]=[CH:34][C:33]([C:36]([OH:38])=[O:37])=[CH:32][CH:31]=4)=[CH:15][C:14]=3[O:39][C:40]3[CH:45]=[CH:44][C:43]([C:46]([OH:48])=[O:47])=[CH:42][CH:41]=3)[CH2:12][CH:7]3[CH2:8][CH:9]([CH2:11][CH:5]([CH2:6]3)[CH2:4]1)[CH2:10]2.[Cl:49]CCCl.S(Cl)([Cl:55])=O.C1(C=CC(O)=CC=1)O. (4) Given the product [CH:15]([N:13]1[CH2:14][CH:11]([C:9](=[O:10])[CH2:1][CH3:2])[CH2:12]1)([C:22]1[CH:27]=[CH:26][CH:25]=[CH:24][CH:23]=1)[C:16]1[CH:17]=[CH:18][CH:19]=[CH:20][CH:21]=1, predict the reactants needed to synthesize it. The reactants are: [CH2:1]([Mg]Br)[CH3:2].COCN[C:9]([CH:11]1[CH2:14][N:13]([CH:15]([C:22]2[CH:27]=[CH:26][CH:25]=[CH:24][CH:23]=2)[C:16]2[CH:21]=[CH:20][CH:19]=[CH:18][CH:17]=2)[CH2:12]1)=[O:10]. (5) Given the product [CH:6]([C:5]1[CH:8]=[CH:9][C:2]([N:14]2[CH2:15][CH2:16][N:11]([CH3:10])[CH2:12][CH2:13]2)=[CH:3][CH:4]=1)=[O:7], predict the reactants needed to synthesize it. The reactants are: F[C:2]1[CH:9]=[CH:8][C:5]([CH:6]=[O:7])=[CH:4][CH:3]=1.[CH3:10][N:11]1[CH2:16][CH2:15][NH:14][CH2:13][CH2:12]1.C(=O)([O-])[O-].[Na+].[Na+]. (6) The reactants are: [OH:1][C:2]1[CH:9]=[CH:8][C:5]([C:6]#[N:7])=[CH:4][CH:3]=1.C(=O)([O-])[O-].[Cs+].[Cs+].[Cl:16][C:17]1[CH:18]=[C:19]([C:25]2[CH:37]=[CH:36][C:28]([C:29]([NH:31][S:32]([CH3:35])(=[O:34])=[O:33])=[O:30])=[CH:27][C:26]=2[O:38][CH3:39])[CH:20]=[N:21][C:22]=1[CH2:23]Cl. Given the product [Cl:16][C:17]1[CH:18]=[C:19]([C:25]2[CH:37]=[CH:36][C:28]([C:29]([NH:31][S:32]([CH3:35])(=[O:34])=[O:33])=[O:30])=[CH:27][C:26]=2[O:38][CH3:39])[CH:20]=[N:21][C:22]=1[CH2:23][O:1][C:2]1[CH:9]=[CH:8][C:5]([C:6]#[N:7])=[CH:4][CH:3]=1, predict the reactants needed to synthesize it. (7) Given the product [C:34]1([C:25]2[CH:24]=[C:21]3[C:22](=[O:23])[O:51][C:50](=[O:52])[C:49]4[CH:16]=[C:17]([C:40]5[CH:45]=[CH:44][CH:43]=[CH:42][CH:41]=5)[C:18]5[C:33]6[C:28]([O:27][C:26]=2[C:19]=5[C:20]3=4)=[CH:29][CH:30]=[CH:31][CH:32]=6)[CH:35]=[CH:36][CH:37]=[CH:38][CH:39]=1, predict the reactants needed to synthesize it. The reactants are: C(C1C=CC=C(C(C)C)C=1N1[C:22](=[O:23])[C:21]2[CH:24]=[C:25]([C:34]3[CH:39]=[CH:38][CH:37]=[CH:36][CH:35]=3)[C:26]3[O:27][C:28]4[C:33]([C:18]5[C:19]=3[C:20]=2C(=[CH:16][C:17]=5[C:40]2[CH:45]=[CH:44][CH:43]=[CH:42][CH:41]=2)C1=O)=[CH:32][CH:31]=[CH:30][CH:29]=4)(C)C.[OH-].[K+].[CH3:49][C:50]([OH:52])=[O:51].Cl.